This data is from Peptide-MHC class II binding affinity with 134,281 pairs from IEDB. The task is: Regression. Given a peptide amino acid sequence and an MHC pseudo amino acid sequence, predict their binding affinity value. This is MHC class II binding data. (1) The peptide sequence is SQALELSWNLNGLQAY. The MHC is DRB1_1302 with pseudo-sequence DRB1_1302. The binding affinity (normalized) is 0.597. (2) The peptide sequence is YDKFLMNVSTVLTGK. The MHC is DRB1_0701 with pseudo-sequence DRB1_0701. The binding affinity (normalized) is 0.716. (3) The binding affinity (normalized) is 0.302. The MHC is DRB1_0901 with pseudo-sequence DRB1_0901. The peptide sequence is ARGYISTRVGMGEAA. (4) The peptide sequence is LPPIVAKEIVASCDKC. The MHC is DRB1_1602 with pseudo-sequence DRB1_1602. The binding affinity (normalized) is 0.236. (5) The binding affinity (normalized) is 0.440. The peptide sequence is EKKYFAATQWEPLAA. The MHC is HLA-DQA10501-DQB10201 with pseudo-sequence HLA-DQA10501-DQB10201. (6) The peptide sequence is IITPTNVSHIQSAVV. The MHC is DRB4_0101 with pseudo-sequence DRB4_0103. The binding affinity (normalized) is 0.554.